Predict the product of the given reaction. From a dataset of Forward reaction prediction with 1.9M reactions from USPTO patents (1976-2016). (1) Given the reactants [CH3:1][C:2]1[CH:11]=[C:10]2[C:5]([CH2:6][CH2:7][CH2:8][NH:9]2)=[CH:4][CH:3]=1.C(=O)([O-])[O-].[K+].[K+].[CH:18](I)([CH3:20])[CH3:19], predict the reaction product. The product is: [CH:18]([N:9]1[C:10]2[C:5](=[CH:4][CH:3]=[C:2]([CH3:1])[CH:11]=2)[CH2:6][CH2:7][CH2:8]1)([CH3:20])[CH3:19]. (2) Given the reactants [CH3:1][O:2][C:3]1[C:4]([CH3:15])=[C:5]([CH:10]=[C:11]([O:13][CH3:14])[CH:12]=1)[C:6]([O:8]C)=[O:7].[OH-].[Na+], predict the reaction product. The product is: [CH3:1][O:2][C:3]1[C:4]([CH3:15])=[C:5]([CH:10]=[C:11]([O:13][CH3:14])[CH:12]=1)[C:6]([OH:8])=[O:7].